Dataset: Full USPTO retrosynthesis dataset with 1.9M reactions from patents (1976-2016). Task: Predict the reactants needed to synthesize the given product. Given the product [CH2:21]([N:22]1[C:25]2[CH:8]=[CH:7][CH:6]=[CH:5][C:4]=2[N:9]=[CH:23]1)[C:20]1[CH:19]=[CH:7][CH:6]=[CH:5][CH:4]=1, predict the reactants needed to synthesize it. The reactants are: N1[C:5]2[CH:6]=[CH:7][CH:8]=[N:9][C:4]=2NC=1.[H-].[Na+].C(OS(O[CH2:19][CH3:20])(=O)=O)C.[CH3:21][N:22]([CH3:25])[CH:23]=O.